The task is: Regression/Classification. Given a drug SMILES string, predict its absorption, distribution, metabolism, or excretion properties. Task type varies by dataset: regression for continuous measurements (e.g., permeability, clearance, half-life) or binary classification for categorical outcomes (e.g., BBB penetration, CYP inhibition). Dataset: bbb_martins.. This data is from Blood-brain barrier penetration binary classification data from Martins et al.. (1) The molecule is CNCCSC1=Cc2cc(F)ccc2Oc2ccccc21. The result is 1 (penetrates BBB). (2) The drug is CN1CCc2cc(Cl)c(O)cc2[C@@H](c2cc(Br)cc3c2OCC3)C1. The result is 1 (penetrates BBB). (3) The drug is CCCCNC(=O)OCC(C)(CCC)COC(N)=O. The result is 1 (penetrates BBB).